Dataset: Forward reaction prediction with 1.9M reactions from USPTO patents (1976-2016). Task: Predict the product of the given reaction. (1) Given the reactants [Cl:1][C:2]1[CH:3]=[CH:4][C:5]([C:16]#[N:17])=[C:6]([NH:8][C:9]([C:11]2[CH:15]=[CH:14][NH:13][N:12]=2)=[O:10])[CH:7]=1.[F:18][C:19]1[CH:20]=[CH:21][C:22]([CH3:28])=[C:23]([CH:27]=1)[C:24](Cl)=[O:25], predict the reaction product. The product is: [Cl:1][C:2]1[CH:3]=[CH:4][C:5]([C:16]#[N:17])=[C:6]([NH:8][C:9]([C:11]2[CH:15]=[CH:14][N:13]([C:24](=[O:25])[C:23]3[CH:27]=[C:19]([F:18])[CH:20]=[CH:21][C:22]=3[CH3:28])[N:12]=2)=[O:10])[CH:7]=1. (2) Given the reactants [CH3:1][C:2](=[CH2:4])[CH3:3].B1C2CCCC1CCC2.Br[C:15]1[CH:20]=[CH:19][CH:18]=[CH:17][C:16]=1[OH:21].[F-].[K+].F[B-](F)(F)F, predict the reaction product. The product is: [CH2:4]([C:15]1[CH:20]=[CH:19][CH:18]=[CH:17][C:16]=1[OH:21])[CH:2]([CH3:3])[CH3:1]. (3) Given the reactants [F:1][C:2]1[CH:3]=[C:4]([CH:14]=[CH:15][C:16]=1[O:17][CH2:18][C:19]#[CH:20])[C:5]([N:7]1[CH:13]2[CH:8]1[CH2:9][CH2:10][CH2:11][CH2:12]2)=[O:6].[Cl-:21].[NH4+], predict the reaction product. The product is: [Cl:21][CH:13]1[CH2:12][CH2:11][CH2:10][CH2:9][CH:8]1[NH:7][C:5](=[O:6])[C:4]1[CH:14]=[CH:15][C:16]([O:17][CH2:18][C:19]#[CH:20])=[C:2]([F:1])[CH:3]=1. (4) Given the reactants [CH:1]([O:3][CH2:4][CH3:5])=[CH2:2].[N+](=[CH:8][C:9]([O:11][CH2:12][CH3:13])=[O:10])=[N-], predict the reaction product. The product is: [CH2:1]([O:3][CH:4]1[CH2:5][CH:8]1[C:9]([O:11][CH2:12][CH3:13])=[O:10])[CH3:2]. (5) Given the reactants [C:1]([O:5][C:6](=[O:18])[NH:7][C:8]1[CH:13]=[CH:12][C:11](I)=[CH:10][C:9]=1[N+:15]([O-:17])=[O:16])([CH3:4])([CH3:3])[CH3:2].[F:19][C:20]1[CH:25]=[CH:24][CH:23]=[CH:22][C:21]=1B(O)O, predict the reaction product. The product is: [C:1]([O:5][C:6](=[O:18])[NH:7][C:8]1[CH:13]=[CH:12][C:11]([C:21]2[CH:22]=[CH:23][CH:24]=[CH:25][C:20]=2[F:19])=[CH:10][C:9]=1[N+:15]([O-:17])=[O:16])([CH3:4])([CH3:3])[CH3:2]. (6) Given the reactants [Li]CCCC.[O:6]1[C:10]2[CH:11]=[CH:12][C:13]([CH2:15][S:16][C:17]3[N:18]4[C:24]([C:25]5[CH:30]=[CH:29][CH:28]=[CH:27][CH:26]=5)=[C:23](Br)[S:22][C:19]4=[N:20][N:21]=3)=[CH:14][C:9]=2[O:8][CH2:7]1.[F:32][C:33]1[CH:40]=[CH:39][C:36]([CH:37]=[O:38])=[CH:35][CH:34]=1, predict the reaction product. The product is: [O:6]1[C:10]2[CH:11]=[CH:12][C:13]([CH2:15][S:16][C:17]3[N:18]4[C:24]([C:25]5[CH:30]=[CH:29][CH:28]=[CH:27][CH:26]=5)=[C:23]([CH:37]([C:36]5[CH:39]=[CH:40][C:33]([F:32])=[CH:34][CH:35]=5)[OH:38])[S:22][C:19]4=[N:20][N:21]=3)=[CH:14][C:9]=2[O:8][CH2:7]1.